This data is from Full USPTO retrosynthesis dataset with 1.9M reactions from patents (1976-2016). The task is: Predict the reactants needed to synthesize the given product. (1) Given the product [CH3:1][O:2][C:3]1[CH:4]=[CH:5][C:6]([C:9]2[C:13]([CH2:14][N:30]3[CH2:31][CH2:32][CH:27]([C:23]4[CH:22]=[C:21]([NH:20][C:18](=[O:19])[CH:17]([CH3:16])[CH3:33])[CH:26]=[CH:25][CH:24]=4)[CH2:28][CH2:29]3)=[CH:12][NH:11][N:10]=2)=[CH:7][CH:8]=1, predict the reactants needed to synthesize it. The reactants are: [CH3:1][O:2][C:3]1[CH:8]=[CH:7][C:6]([C:9]2[C:13]([CH:14]=O)=[CH:12][NH:11][N:10]=2)=[CH:5][CH:4]=1.[CH3:16][CH:17]([CH3:33])[C:18]([NH:20][C:21]1[CH:26]=[CH:25][CH:24]=[C:23]([CH:27]2[CH2:32][CH2:31][NH:30][CH2:29][CH2:28]2)[CH:22]=1)=[O:19]. (2) Given the product [CH:23]1[C:22]([F:27])=[CH:21][C:20]2[CH2:19][CH2:18][CH:17]([CH:16]([OH:28])[CH2:15][NH:14][CH2:13][CH:12]([OH:29])[CH:10]3[O:11][C:3]4[CH:2]=[CH:1][C:6]([F:7])=[CH:5][C:4]=4[CH2:8][CH2:9]3)[O:26][C:25]=2[CH:24]=1.[ClH:30], predict the reactants needed to synthesize it. The reactants are: [CH:1]1[C:6]([F:7])=[CH:5][C:4]2[CH2:8][CH2:9][CH:10]([CH:12]([OH:29])[CH2:13][NH:14][CH2:15][CH:16]([OH:28])[CH:17]3[O:26][C:25]4[CH:24]=[CH:23][C:22]([F:27])=[CH:21][C:20]=4[CH2:19][CH2:18]3)[O:11][C:3]=2[CH:2]=1.[ClH:30].Cl. (3) Given the product [C:8]([NH:7][C:5]1[S:6][C:2]([C:31]2[S:35][C:34]([C:36]([OH:38])=[O:37])=[CH:33][CH:32]=2)=[C:3]([CH3:11])[N:4]=1)(=[O:10])[CH3:9], predict the reactants needed to synthesize it. The reactants are: I[C:2]1[S:6][C:5]([NH:7][C:8](=[O:10])[CH3:9])=[N:4][C:3]=1[CH3:11].C(C1SC(C2SC(NC(=O)C)=NC=2C)=CC=1)=O.OB(O)[C:31]1[S:35][C:34]([C:36]([OH:38])=[O:37])=[CH:33][CH:32]=1.C(=O)([O-])[O-].[Cs+].[Cs+]. (4) Given the product [F:49][C:45]1[CH:46]=[CH:47][CH:48]=[C:18]([F:17])[C:19]=1[CH2:20][N:21]([CH:42]([CH3:44])[CH3:43])[C:22](=[O:23])[NH:24][C:25]1[CH:26]=[CH:27][C:28]([S:31]([N:34]2[CH2:35][CH2:36][CH:37]([CH2:40][NH:1][CH2:2][C@@H:3]([C:5]3[CH:6]=[CH:7][C:8]([OH:16])=[C:9]([NH:11][S:12]([CH3:15])(=[O:14])=[O:13])[CH:10]=3)[OH:4])[CH2:38][CH2:39]2)(=[O:33])=[O:32])=[CH:29][CH:30]=1, predict the reactants needed to synthesize it. The reactants are: [NH2:1][CH2:2][C@@H:3]([C:5]1[CH:6]=[CH:7][C:8]([OH:16])=[C:9]([NH:11][S:12]([CH3:15])(=[O:14])=[O:13])[CH:10]=1)[OH:4].[F:17][C:18]1[CH:48]=[CH:47][CH:46]=[C:45]([F:49])[C:19]=1[CH2:20][N:21]([CH:42]([CH3:44])[CH3:43])[C:22]([NH:24][C:25]1[CH:30]=[CH:29][C:28]([S:31]([N:34]2[CH2:39][CH2:38][CH:37]([CH:40]=O)[CH2:36][CH2:35]2)(=[O:33])=[O:32])=[CH:27][CH:26]=1)=[O:23].C(O)(=O)C.C([BH3-])#N.[Na+]. (5) Given the product [CH:21]1([CH2:24][N:25]([C:26]2[CH:31]=[N:30][C:29]([O:32][C:33]3[CH:34]=[C:35]([C:36](=[O:37])[NH:38][C:39]4[CH:43]=[CH:42][N:41]([CH3:44])[N:40]=4)[CH:45]=[C:46]([O:48][C@@H:49]([CH3:62])[CH2:50][OH:51])[CH:47]=3)=[CH:28][N:27]=2)[C:7]([CH:4]2[CH2:3][CH2:2][O:1][CH2:6][CH2:5]2)=[O:9])[CH2:23][CH2:22]1, predict the reactants needed to synthesize it. The reactants are: [O:1]1[CH2:6][CH2:5][CH:4]([C:7]([OH:9])=O)[CH2:3][CH2:2]1.C(Cl)(=O)C(Cl)=O.CN(C=O)C.[CH:21]1([CH2:24][NH:25][C:26]2[N:27]=[CH:28][C:29]([O:32][C:33]3[CH:34]=[C:35]([CH:45]=[C:46]([O:48][C@@H:49]([CH3:62])[CH2:50][O:51][Si](C(C)C)(C(C)C)C(C)C)[CH:47]=3)[C:36]([NH:38][C:39]3[CH:43]=[CH:42][N:41]([CH3:44])[N:40]=3)=[O:37])=[N:30][CH:31]=2)[CH2:23][CH2:22]1. (6) Given the product [CH3:1][O:2][C:3]([C:5]1[C:6]([OH:30])=[C:7]2[C:12](=[C:13]([C:36]3[CH:37]=[N:38][CH:39]=[CH:40][CH:41]=3)[N:14]=1)[N:11]([CH2:16][CH:17]1[CH2:22][CH2:21][O:20][CH2:19][CH2:18]1)[C:10](=[O:23])[C:9]([C:24]1[CH:29]=[CH:28][CH:27]=[CH:26][CH:25]=1)=[CH:8]2)=[O:4], predict the reactants needed to synthesize it. The reactants are: [CH3:1][O:2][C:3]([C:5]1[C:6]([OH:30])=[C:7]2[C:12](=[C:13](Br)[N:14]=1)[N:11]([CH2:16][CH:17]1[CH2:22][CH2:21][O:20][CH2:19][CH2:18]1)[C:10](=[O:23])[C:9]([C:24]1[CH:29]=[CH:28][CH:27]=[CH:26][CH:25]=1)=[CH:8]2)=[O:4].C([Sn](CCCC)(CCCC)[C:36]1[CH:37]=[N:38][CH:39]=[CH:40][CH:41]=1)CCC.CCOC(C)=O.Cl. (7) Given the product [OH:9][CH2:8][C:5]1[CH:6]=[CH:7][C:2]([NH:1][C:10](=[O:32])[CH2:11][CH2:12]/[CH:13]=[CH:14]\[CH2:15]/[CH:16]=[CH:17]\[CH2:18]/[CH:19]=[CH:20]\[CH2:21]/[CH:22]=[CH:23]\[CH2:24]/[CH:25]=[CH:26]\[CH2:27]/[CH:28]=[CH:29]\[CH2:30][CH3:31])=[CH:3][CH:4]=1, predict the reactants needed to synthesize it. The reactants are: [NH2:1][C:2]1[CH:7]=[CH:6][C:5]([CH2:8][OH:9])=[CH:4][CH:3]=1.[C:10](O)(=[O:32])[CH2:11][CH2:12]/[CH:13]=[CH:14]\[CH2:15]/[CH:16]=[CH:17]\[CH2:18]/[CH:19]=[CH:20]\[CH2:21]/[CH:22]=[CH:23]\[CH2:24]/[CH:25]=[CH:26]\[CH2:27]/[CH:28]=[CH:29]\[CH2:30][CH3:31].CN(C(ON1N=NC2C=CC=NC1=2)=[N+](C)C)C.F[P-](F)(F)(F)(F)F. (8) Given the product [CH2:4]([C:6]1[C:14]2[S:13][CH2:12][CH:11]([C:15]3[CH:16]=[CH:17][C:18]([CH:21]([CH3:22])[CH3:23])=[CH:19][CH:20]=3)[C:10]=2[C:9]([CH3:24])=[C:8]([NH:25][C:26](=[O:32])[CH2:27][C:28]([CH3:30])([CH3:29])[CH3:31])[C:7]=1[CH3:33])[CH3:1], predict the reactants needed to synthesize it. The reactants are: [CH3:1][Mg]Br.[CH:4]([C:6]1[C:14]2[S:13][CH2:12][CH:11]([C:15]3[CH:20]=[CH:19][C:18]([CH:21]([CH3:23])[CH3:22])=[CH:17][CH:16]=3)[C:10]=2[C:9]([CH3:24])=[C:8]([NH:25][C:26](=[O:32])[CH2:27][C:28]([CH3:31])([CH3:30])[CH3:29])[C:7]=1[CH3:33])=O. (9) Given the product [Cl:20][C:5]1[C:4]2[C:9](=[CH:10][CH:11]=[C:2]([F:1])[CH:3]=2)[N:8]=[C:7]([C:12]([O:14][CH2:15][CH3:16])=[O:13])[N:6]=1, predict the reactants needed to synthesize it. The reactants are: [F:1][C:2]1[CH:3]=[C:4]2[C:9](=[CH:10][CH:11]=1)[N:8]=[C:7]([C:12]([O:14][CH2:15][CH3:16])=[O:13])[NH:6][C:5]2=O.P(Cl)(Cl)([Cl:20])=O.